This data is from Full USPTO retrosynthesis dataset with 1.9M reactions from patents (1976-2016). The task is: Predict the reactants needed to synthesize the given product. (1) The reactants are: [H-].[Na+].[CH2:3]([C:5]1[CH:10]=[CH:9][CH:8]=[C:7]([CH2:11][CH3:12])[C:6]=1[C:13]1[N:18]=[CH:17][C:16]([CH:19]([C:21]2[CH:26]=[CH:25][CH:24]=[CH:23][CH:22]=2)[OH:20])=[C:15]([O:27][CH3:28])[CH:14]=1)[CH3:4].I[CH2:30][CH3:31].[NH4+].[Cl-]. Given the product [CH2:11]([C:7]1[CH:8]=[CH:9][CH:10]=[C:5]([CH2:3][CH3:4])[C:6]=1[C:13]1[CH:14]=[C:15]([O:27][CH3:28])[C:16]([CH:19]([O:20][CH2:30][CH3:31])[C:21]2[CH:22]=[CH:23][CH:24]=[CH:25][CH:26]=2)=[CH:17][N:18]=1)[CH3:12], predict the reactants needed to synthesize it. (2) Given the product [C:19]([C:12]1[CH:11]=[C:10]2[C:15]([C:16]3[C:17](=[O:18])[C:5]4[CH:4]=[CH:3][C:2]([O:1][CH2:25][CH2:26][NH:27][C:28]([NH2:30])=[O:29])=[CH:23][C:6]=4[C:7]([CH3:21])([CH3:22])[C:8]=3[NH:9]2)=[CH:14][CH:13]=1)#[N:20], predict the reactants needed to synthesize it. The reactants are: [OH:1][C:2]1[CH:3]=[CH:4][C:5]2[C:17](=[O:18])[C:16]3[C:15]4[C:10](=[CH:11][C:12]([C:19]#[N:20])=[CH:13][CH:14]=4)[NH:9][C:8]=3[C:7]([CH3:22])([CH3:21])[C:6]=2[CH:23]=1.Cl[CH2:25][CH2:26][NH:27][C:28]([NH2:30])=[O:29]. (3) Given the product [C:11]1([CH:7]([C:1]2[CH:2]=[CH:3][CH:4]=[CH:5][CH:6]=2)[CH2:8][CH2:9][NH:10][CH:45]2[CH2:46][CH2:47][N:42]([C:35]([O:37][C:38]([CH3:41])([CH3:40])[CH3:39])=[O:36])[CH2:43][CH2:44]2)[CH:12]=[CH:13][CH:14]=[CH:15][CH:16]=1, predict the reactants needed to synthesize it. The reactants are: [C:1]1([CH:7]([C:11]2[CH:16]=[CH:15][CH:14]=[CH:13][CH:12]=2)[CH2:8][CH2:9][NH2:10])[CH:6]=[CH:5][CH:4]=[CH:3][CH:2]=1.C(O[BH-](OC(=O)C)OC(=O)C)(=O)C.[Na+].C(O)(=O)C.[C:35]([N:42]1[CH2:47][CH2:46][CH2:45][CH2:44][C:43]1=O)([O:37][C:38]([CH3:41])([CH3:40])[CH3:39])=[O:36]. (4) Given the product [S:1]1(=[O:17])(=[O:18])[N:5]2[CH2:6][CH2:7][NH:8][CH2:9][CH:4]2[CH2:3][CH2:2]1, predict the reactants needed to synthesize it. The reactants are: [S:1]1(=[O:18])(=[O:17])[N:5]2[CH2:6][CH2:7][N:8](C(OC(C)(C)C)=O)[CH2:9][CH:4]2[CH2:3][CH2:2]1.C(O)(C(F)(F)F)=O. (5) Given the product [O:1]=[C:2]1[N:10]([CH2:11][CH2:12][CH3:13])[C:9]2[N:8]=[C:7]([C:14]3[CH:15]=[N:16][N:17]([CH2:19][C:20]#[C:21][C:22]4[CH:23]=[C:24]([CH:28]=[CH:29][CH:30]=4)[C:25]([NH2:55])=[O:26])[CH:18]=3)[N:6]([CH2:31][O:32][CH2:33][CH2:34][Si:35]([CH3:36])([CH3:38])[CH3:37])[C:5]=2[C:4](=[O:39])[N:3]1[CH2:40][CH2:41][CH3:42], predict the reactants needed to synthesize it. The reactants are: [O:1]=[C:2]1[N:10]([CH2:11][CH2:12][CH3:13])[C:9]2[N:8]=[C:7]([C:14]3[CH:15]=[N:16][N:17]([CH2:19][C:20]#[C:21][C:22]4[CH:23]=[C:24]([CH:28]=[CH:29][CH:30]=4)[C:25](O)=[O:26])[CH:18]=3)[N:6]([CH2:31][O:32][CH2:33][CH2:34][Si:35]([CH3:38])([CH3:37])[CH3:36])[C:5]=2[C:4](=[O:39])[N:3]1[CH2:40][CH2:41][CH3:42].C(=O)([O-])[O-].[NH4+].[NH4+].C1C=CC2N(O)N=[N:55]C=2C=1.CN1CCOCC1.CCN=C=NCCCN(C)C. (6) Given the product [C:1]([O:5][C:6]([NH:8][C@@H:9]([CH2:14][C:15]1[CH:20]=[CH:19][C:18]([O:21][CH3:22])=[C:17]([O:23][CH3:24])[CH:16]=1)[C:10]([OH:12])=[O:11])=[O:7])([CH3:3])([CH3:2])[CH3:4], predict the reactants needed to synthesize it. The reactants are: [C:1]([O:5][C:6]([NH:8][C@@H:9]([CH2:14][C:15]1[CH:20]=[CH:19][C:18]([O:21][CH3:22])=[C:17]([O:23][CH3:24])[CH:16]=1)[C:10]([O:12]C)=[O:11])=[O:7])([CH3:4])([CH3:3])[CH3:2].[OH-].[Na+]. (7) The reactants are: [Cl:1][C:2]1[CH:3]=[C:4]([CH:6]=[C:7]([Cl:10])[C:8]=1[CH3:9])[NH2:5].[C:11](N1C=CN=C1)(N1C=CN=C1)=[S:12]. Given the product [Cl:1][C:2]1[CH:3]=[C:4]([N:5]=[C:11]=[S:12])[CH:6]=[C:7]([Cl:10])[C:8]=1[CH3:9], predict the reactants needed to synthesize it. (8) Given the product [C:18]([C:15]1[CH:16]=[CH:17][C:12]([CH2:11][N:7]2[C:8]3[C:4](=[CH:3][C:2]([C:29]4[CH:30]=[CH:31][C:26]([C:22]([CH3:25])([CH3:24])[CH3:23])=[CH:27][CH:28]=4)=[CH:10][CH:9]=3)[CH:5]=[CH:6]2)=[CH:13][CH:14]=1)([CH3:21])([CH3:19])[CH3:20], predict the reactants needed to synthesize it. The reactants are: Br[C:2]1[CH:3]=[C:4]2[C:8](=[CH:9][CH:10]=1)[N:7]([CH2:11][C:12]1[CH:17]=[CH:16][C:15]([C:18]([CH3:21])([CH3:20])[CH3:19])=[CH:14][CH:13]=1)[CH:6]=[CH:5]2.[C:22]([C:26]1[CH:31]=[CH:30][C:29](B(O)O)=[CH:28][CH:27]=1)([CH3:25])([CH3:24])[CH3:23].